Predict the reaction yield, written as a fraction of the theoretical maximum amount of product (1.0 means a 100% yield; for example, 0.34 means a 34% yield). From a dataset of Reaction yield outcomes from USPTO patents with 853,638 reactions. (1) The reactants are Cl[C:2]([O:4][CH2:5][C:6]1[CH:11]=[CH:10][CH:9]=[CH:8][CH:7]=1)=[O:3].[NH2:12][C:13]1([C:18]([OH:20])=[O:19])[CH2:17][CH2:16][CH2:15][CH2:14]1.C(=O)([O-])[O-].[Na+].[Na+]. The catalyst is O1CCOCC1.O. The product is [CH2:5]([O:4][C:2]([NH:12][C:13]1([C:18]([OH:20])=[O:19])[CH2:17][CH2:16][CH2:15][CH2:14]1)=[O:3])[C:6]1[CH:11]=[CH:10][CH:9]=[CH:8][CH:7]=1. The yield is 0.620. (2) The reactants are Br.[Br:2][CH2:3][CH2:4][O:5][NH2:6].[C:7](O[C:7]([O:9][C:10]([CH3:13])([CH3:12])[CH3:11])=[O:8])([O:9][C:10]([CH3:13])([CH3:12])[CH3:11])=[O:8].CCN(CC)CC. The catalyst is C(Cl)Cl.CCOC(C)=O. The product is [C:10]([O:9][C:7](=[O:8])[NH:6][O:5][CH2:4][CH2:3][Br:2])([CH3:13])([CH3:12])[CH3:11]. The yield is 0.750. (3) The reactants are [CH2:1]([O:3][C:4]([CH:6]1[C:18]2[NH:17][C:16]3[C:11](=[CH:12][CH:13]=[CH:14][CH:15]=3)[C:10]=2[CH2:9][CH2:8][NH:7]1)=[O:5])[CH3:2].[F:19][C:20]1[CH:28]=[CH:27][C:23]([C:24](Cl)=[O:25])=[CH:22][CH:21]=1.C(N(C(C)C)CC)(C)C. The catalyst is CN(C1C=CN=CC=1)C.ClCCCl. The product is [CH2:1]([O:3][C:4]([CH:6]1[C:18]2[NH:17][C:16]3[C:11](=[CH:12][CH:13]=[CH:14][CH:15]=3)[C:10]=2[CH2:9][CH2:8][N:7]1[C:24](=[O:25])[C:23]1[CH:27]=[CH:28][C:20]([F:19])=[CH:21][CH:22]=1)=[O:5])[CH3:2]. The yield is 0.630. (4) The reactants are [Si]([O:8][C:9]([CH3:36])([CH3:35])[CH2:10][O:11][NH:12][C:13]([C:15]1[C:16]2[CH2:34][CH2:33][CH2:32][C:17]=2[C:18](=[O:31])[N:19]([CH3:30])[C:20]=1[NH:21][C:22]1[CH:27]=[CH:26][C:25]([I:28])=[CH:24][C:23]=1[F:29])=[O:14])(C(C)(C)C)(C)C.CCCC[N+](CCCC)(CCCC)CCCC.[F-]. The catalyst is C1COCC1. The product is [F:29][C:23]1[CH:24]=[C:25]([I:28])[CH:26]=[CH:27][C:22]=1[NH:21][C:20]1[N:19]([CH3:30])[C:18](=[O:31])[C:17]2[CH2:32][CH2:33][CH2:34][C:16]=2[C:15]=1[C:13]([NH:12][O:11][CH2:10][C:9]([OH:8])([CH3:35])[CH3:36])=[O:14]. The yield is 0.0700. (5) The reactants are [CH2:1]([NH:5][C:6]([NH:8][CH2:9][C:10]([N:12]1[CH2:32][CH2:31][C:15]2([CH2:20][N:19](C(OCC3C=CC=CC=3)=O)[CH2:18][CH2:17][CH2:16]2)[CH2:14][CH2:13]1)=[O:11])=[O:7])[CH:2]([CH3:4])[CH3:3].C1CCCCC=1. The catalyst is C(O)C.[Pd]. The product is [CH2:16]1[C:15]2([CH2:31][CH2:32][N:12]([C:10](=[O:11])[CH2:9][NH:8][C:6]([NH:5][CH2:1][CH:2]([CH3:3])[CH3:4])=[O:7])[CH2:13][CH2:14]2)[CH2:20][NH:19][CH2:18][CH2:17]1. The yield is 0.940. (6) The reactants are [OH:1][C:2]1[CH:7]=[CH:6][C:5]([CH2:8][C:9]([O:11][CH3:12])=[O:10])=[CH:4][CH:3]=1.[CH2:13]([CH:15]1[O:17][CH2:16]1)Cl.N1C=CC=CC=1. No catalyst specified. The product is [O:17]1[CH2:16][CH:15]1[CH2:13][O:1][C:2]1[CH:3]=[CH:4][C:5]([CH2:8][C:9]([O:11][CH3:12])=[O:10])=[CH:6][CH:7]=1. The yield is 0.340. (7) The reactants are [C:1]1([NH:7][NH2:8])[CH:6]=[CH:5][CH:4]=[CH:3][CH:2]=1.[NH:9]1[CH2:14][CH2:13][C:12](=O)[CH2:11][C:10]1=[O:16]. The catalyst is O. The product is [C:1]1([NH:7][NH:8][C:12]2[CH2:13][CH2:14][NH:9][C:10](=[O:16])[CH:11]=2)[CH:6]=[CH:5][CH:4]=[CH:3][CH:2]=1. The yield is 0.480. (8) The reactants are [N:1]1([C:6]2[CH:11]=[CH:10][C:9]([OH:12])=[CH:8][CH:7]=2)[CH:5]=[N:4][CH:3]=[N:2]1.[C:13]([O:17][C:18]([N:20]1[CH2:25][CH2:24][CH:23]([N:26]2[C:30]3=[N:31][CH:32]=[N:33][C:34](Cl)=[C:29]3[CH:28]=[N:27]2)[CH2:22][CH2:21]1)=[O:19])([CH3:16])([CH3:15])[CH3:14].C(=O)([O-])[O-].[K+].[K+]. The catalyst is CN(C=O)C. The product is [C:13]([O:17][C:18]([N:20]1[CH2:21][CH2:22][CH:23]([N:26]2[C:30]3=[N:31][CH:32]=[N:33][C:34]([O:12][C:9]4[CH:8]=[CH:7][C:6]([N:1]5[CH:5]=[N:4][CH:3]=[N:2]5)=[CH:11][CH:10]=4)=[C:29]3[CH:28]=[N:27]2)[CH2:24][CH2:25]1)=[O:19])([CH3:16])([CH3:14])[CH3:15]. The yield is 0.420. (9) The reactants are [C:1]([O:5][C:6]([N:8]1[CH2:13][CH:12]2[C:10]([C:14]3[CH:19]=[CH:18][C:17]([NH2:20])=[CH:16][CH:15]=3)([CH2:11]2)[CH2:9]1)=[O:7])([CH3:4])([CH3:3])[CH3:2].CC(C)=O.C(=O)(O)[O-].[Na+].Cl[C:31]([O:33][CH2:34][C:35]1[CH:40]=[CH:39][CH:38]=[CH:37][CH:36]=1)=[O:32]. The catalyst is O. The product is [C:1]([O:5][C:6]([N:8]1[CH2:13][CH:12]2[C:10]([C:14]3[CH:19]=[CH:18][C:17]([NH:20][C:31]([O:33][CH2:34][C:35]4[CH:40]=[CH:39][CH:38]=[CH:37][CH:36]=4)=[O:32])=[CH:16][CH:15]=3)([CH2:11]2)[CH2:9]1)=[O:7])([CH3:4])([CH3:2])[CH3:3]. The yield is 0.920. (10) The reactants are [CH3:1][CH:2]([CH3:36])[CH2:3][CH:4]([NH:20][C:21]1[CH:35]=[CH:34][C:24]([C:25]([NH:27][CH2:28][CH2:29][C:30]([O:32]C)=[O:31])=[O:26])=[CH:23][N:22]=1)[C:5]1[CH:10]=[CH:9][C:8]([N:11]2[CH:15]=[C:14]([C:16]([F:19])([F:18])[F:17])[CH:13]=[N:12]2)=[CH:7][CH:6]=1.[OH-].[Li+].Cl. The catalyst is O.O1CCCC1. The product is [CH3:1][CH:2]([CH3:36])[CH2:3][CH:4]([NH:20][C:21]1[CH:35]=[CH:34][C:24]([C:25]([NH:27][CH2:28][CH2:29][C:30]([OH:32])=[O:31])=[O:26])=[CH:23][N:22]=1)[C:5]1[CH:6]=[CH:7][C:8]([N:11]2[CH:15]=[C:14]([C:16]([F:17])([F:18])[F:19])[CH:13]=[N:12]2)=[CH:9][CH:10]=1. The yield is 0.520.